Dataset: Reaction yield outcomes from USPTO patents with 853,638 reactions. Task: Predict the reaction yield, written as a fraction of the theoretical maximum amount of product (1.0 means a 100% yield; for example, 0.34 means a 34% yield). (1) The reactants are [NH2:1][C:2]1[CH:10]=[C:9]([CH3:11])[CH:8]=[CH:7][C:3]=1[C:4]([OH:6])=O.C1N=CN(C(N2C=NC=C2)=O)C=1.Cl.[NH2:25][CH:26]1[CH2:31][CH2:30][C:29](=[O:32])[NH:28][C:27]1=[O:33].C(=O)([O-])O.[Na+]. The catalyst is C(#N)C. The product is [NH2:1][C:2]1[CH:10]=[C:9]([CH3:11])[CH:8]=[CH:7][C:3]=1[C:4]([NH:25][CH:26]1[CH2:31][CH2:30][C:29](=[O:32])[NH:28][C:27]1=[O:33])=[O:6]. The yield is 0.690. (2) The reactants are [CH3:1][O:2][C:3]([C:5]1[N:10]=[C:9]([Cl:11])[CH:8]=[C:7](Cl)[C:6]=1[Cl:13])=[O:4].[CH2:14]([NH2:17])[CH:15]=[CH2:16].C(N(CC)CC)C.O. The catalyst is CN(C)C=O. The product is [Cl:11][C:9]1[CH:8]=[C:7]([NH:17][CH2:14][CH:15]=[CH2:16])[C:6]([Cl:13])=[C:5]([C:3]([O:2][CH3:1])=[O:4])[N:10]=1. The yield is 0.650. (3) The reactants are C[O:2][C:3](=[O:23])[CH2:4][C:5]([NH:7][C:8]1[CH:13]=[CH:12][C:11]([NH:14][S:15]([CH3:18])(=[O:17])=[O:16])=[CH:10][C:9]=1[S:19](=[O:22])(=[O:21])[NH2:20])=O.[OH-].[Na+].Cl. No catalyst specified. The product is [CH3:18][S:15]([NH:14][C:11]1[CH:12]=[CH:13][C:8]2[NH:7][C:5]([CH2:4][C:3]([OH:2])=[O:23])=[N:20][S:19](=[O:22])(=[O:21])[C:9]=2[CH:10]=1)(=[O:17])=[O:16]. The yield is 0.870. (4) The reactants are [CH3:1][O:2][C:3]1[CH:12]=[C:11]2[C:6]([C:7](=O)[CH2:8][CH:9]([CH:13]3[CH2:17][CH2:16][CH2:15][O:14]3)[O:10]2)=[CH:5][CH:4]=1.Cl.[NH2:20][OH:21].C([O-])(=O)C.[Na+]. The catalyst is CO. The product is [CH3:1][O:2][C:3]1[CH:12]=[C:11]2[C:6]([C:7](=[N:20][OH:21])[CH2:8][CH:9]([CH:13]3[CH2:17][CH2:16][CH2:15][O:14]3)[O:10]2)=[CH:5][CH:4]=1. The yield is 1.00. (5) The reactants are [Cl:1][C:2]1[CH:3]=[C:4]([CH:8]([C:12]2([OH:18])[CH2:17][CH2:16][CH2:15][CH2:14][CH2:13]2)[C:9]([OH:11])=O)[CH:5]=[CH:6][CH:7]=1.F[P-](F)(F)(F)(F)F.N1(O[P+](N(C)C)(N(C)C)N(C)C)C2C=CC=CC=2N=N1.[N:46]1([C:52]([O:54][C:55]([CH3:58])([CH3:57])[CH3:56])=[O:53])[CH2:51][CH2:50][NH:49][CH2:48][CH2:47]1.C(N(CC)CC)C. The catalyst is C(Cl)Cl. The product is [Cl:1][C:2]1[CH:3]=[C:4]([CH:8]([C:12]2([OH:18])[CH2:17][CH2:16][CH2:15][CH2:14][CH2:13]2)[C:9]([N:49]2[CH2:48][CH2:47][N:46]([C:52]([O:54][C:55]([CH3:58])([CH3:57])[CH3:56])=[O:53])[CH2:51][CH2:50]2)=[O:11])[CH:5]=[CH:6][CH:7]=1. The yield is 0.810.